This data is from Full USPTO retrosynthesis dataset with 1.9M reactions from patents (1976-2016). The task is: Predict the reactants needed to synthesize the given product. (1) Given the product [CH3:28][C:29]1[O:30][C:31]2[CH:37]=[CH:36][C:35]([CH2:38][OH:39])=[CH:34][C:32]=2[N:33]=1, predict the reactants needed to synthesize it. The reactants are: NC1C=C(C=CC=1O)C(OC)=O.COC(OC)(OC)C.FC(F)(F)C(O)=O.[CH3:28][C:29]1[O:30][C:31]2[CH:37]=[CH:36][C:35]([C:38](OC)=[O:39])=[CH:34][C:32]=2[N:33]=1.[H-].[H-].[H-].[H-].[Li+].[Al+3]. (2) Given the product [CH2:38]([C:39]1[N:9]([C:10]2[N:18]=[C:17]3[C:13]([N:14]=[C:15]([CH2:20][N:21]4[CH2:22][CH2:23][CH:24]([C:27]([OH:30])([CH3:29])[CH3:28])[CH2:25][CH2:26]4)[N:16]3[CH3:19])=[C:12]([N:31]3[CH2:36][CH2:35][O:34][CH2:33][CH2:32]3)[N:11]=2)[C:3]2[CH:4]=[CH:5][CH:6]=[C:7]([F:8])[C:2]=2[N:1]=1)[CH3:37], predict the reactants needed to synthesize it. The reactants are: [NH2:1][C:2]1[C:7]([F:8])=[CH:6][CH:5]=[CH:4][C:3]=1[NH:9][C:10]1[N:18]=[C:17]2[C:13]([N:14]=[C:15]([CH2:20][N:21]3[CH2:26][CH2:25][CH:24]([C:27]([OH:30])([CH3:29])[CH3:28])[CH2:23][CH2:22]3)[N:16]2[CH3:19])=[C:12]([N:31]2[CH2:36][CH2:35][O:34][CH2:33][CH2:32]2)[N:11]=1.[C:37](O)(=O)[CH2:38][CH3:39].CCN(C(C)C)C(C)C.CN(C(ON1N=NC2C=CC=NC1=2)=[N+](C)C)C.F[P-](F)(F)(F)(F)F. (3) Given the product [CH:1]1([C:4]([C:6]2[CH:35]=[CH:34][C:9]3[N:10]([CH2:14][CH2:15][O:16][C:17]4[CH:18]=[CH:19][C:20]([CH2:23][C@H:24]([O:28][CH2:29][C:30]([F:32])([F:31])[F:33])[C:25]([NH:66][C@@H:63]([C:60]5[CH:61]=[CH:62][CH:57]=[CH:58][CH:59]=5)[CH2:64][OH:65])=[O:26])=[CH:21][CH:22]=4)[C:11](=[O:13])[S:12][C:8]=3[CH:7]=2)=[O:5])[CH2:2][CH2:3]1, predict the reactants needed to synthesize it. The reactants are: [CH:1]1([C:4]([C:6]2[CH:35]=[CH:34][C:9]3[N:10]([CH2:14][CH2:15][O:16][C:17]4[CH:22]=[CH:21][C:20]([CH2:23][CH:24]([O:28][CH2:29][C:30]([F:33])([F:32])[F:31])[C:25](O)=[O:26])=[CH:19][CH:18]=4)[C:11](=[O:13])[S:12][C:8]=3[CH:7]=2)=[O:5])[CH2:3][CH2:2]1.C1C=CC2N(O)N=NC=2C=1.CCN=C=NCCCN(C)C.[CH:57]1[CH:62]=[CH:61][C:60]([C@H:63]([NH2:66])[CH2:64][OH:65])=[CH:59][CH:58]=1.